This data is from NCI-60 drug combinations with 297,098 pairs across 59 cell lines. The task is: Regression. Given two drug SMILES strings and cell line genomic features, predict the synergy score measuring deviation from expected non-interaction effect. (1) Drug 1: CCC(=C(C1=CC=CC=C1)C2=CC=C(C=C2)OCCN(C)C)C3=CC=CC=C3.C(C(=O)O)C(CC(=O)O)(C(=O)O)O. Drug 2: C1CC(=O)NC(=O)C1N2C(=O)C3=CC=CC=C3C2=O. Cell line: T-47D. Synergy scores: CSS=9.53, Synergy_ZIP=-1.04, Synergy_Bliss=0.764, Synergy_Loewe=-4.73, Synergy_HSA=-2.07. (2) Drug 1: C1CCN(CC1)CCOC2=CC=C(C=C2)C(=O)C3=C(SC4=C3C=CC(=C4)O)C5=CC=C(C=C5)O. Drug 2: CC1=C(C(CCC1)(C)C)C=CC(=CC=CC(=CC(=O)O)C)C. Cell line: A498. Synergy scores: CSS=2.62, Synergy_ZIP=-2.70, Synergy_Bliss=-4.04, Synergy_Loewe=-0.757, Synergy_HSA=-1.75. (3) Drug 1: CS(=O)(=O)CCNCC1=CC=C(O1)C2=CC3=C(C=C2)N=CN=C3NC4=CC(=C(C=C4)OCC5=CC(=CC=C5)F)Cl. Drug 2: C1=CC(=C(C=C1I)F)NC2=C(C=CC(=C2F)F)C(=O)NOCC(CO)O. Cell line: HCT116. Synergy scores: CSS=42.8, Synergy_ZIP=-7.36, Synergy_Bliss=-5.80, Synergy_Loewe=-22.8, Synergy_HSA=-0.690. (4) Drug 1: CC1=C(C(=CC=C1)Cl)NC(=O)C2=CN=C(S2)NC3=CC(=NC(=N3)C)N4CCN(CC4)CCO. Drug 2: CC1C(C(CC(O1)OC2CC(CC3=C2C(=C4C(=C3O)C(=O)C5=C(C4=O)C(=CC=C5)OC)O)(C(=O)CO)O)N)O.Cl. Cell line: DU-145. Synergy scores: CSS=36.8, Synergy_ZIP=3.98, Synergy_Bliss=5.98, Synergy_Loewe=4.17, Synergy_HSA=5.91. (5) Drug 2: CC1=C2C(C(=O)C3(C(CC4C(C3C(C(C2(C)C)(CC1OC(=O)C(C(C5=CC=CC=C5)NC(=O)C6=CC=CC=C6)O)O)OC(=O)C7=CC=CC=C7)(CO4)OC(=O)C)O)C)OC(=O)C. Synergy scores: CSS=30.2, Synergy_ZIP=-10.1, Synergy_Bliss=-4.13, Synergy_Loewe=-18.2, Synergy_HSA=-0.895. Drug 1: CC12CCC3C(C1CCC2=O)CC(=C)C4=CC(=O)C=CC34C. Cell line: NCI-H226. (6) Drug 1: CC1=C2C(C(=O)C3(C(CC4C(C3C(C(C2(C)C)(CC1OC(=O)C(C(C5=CC=CC=C5)NC(=O)OC(C)(C)C)O)O)OC(=O)C6=CC=CC=C6)(CO4)OC(=O)C)OC)C)OC. Drug 2: CNC(=O)C1=CC=CC=C1SC2=CC3=C(C=C2)C(=NN3)C=CC4=CC=CC=N4. Cell line: NCI/ADR-RES. Synergy scores: CSS=12.0, Synergy_ZIP=3.83, Synergy_Bliss=6.21, Synergy_Loewe=1.86, Synergy_HSA=5.32. (7) Drug 1: CN(C)C1=NC(=NC(=N1)N(C)C)N(C)C. Drug 2: CCCCCOC(=O)NC1=NC(=O)N(C=C1F)C2C(C(C(O2)C)O)O. Cell line: BT-549. Synergy scores: CSS=-5.33, Synergy_ZIP=3.02, Synergy_Bliss=1.85, Synergy_Loewe=-4.44, Synergy_HSA=-3.91. (8) Drug 1: CC1=C(C(=CC=C1)Cl)NC(=O)C2=CN=C(S2)NC3=CC(=NC(=N3)C)N4CCN(CC4)CCO. Drug 2: CCN(CC)CCCC(C)NC1=C2C=C(C=CC2=NC3=C1C=CC(=C3)Cl)OC. Cell line: K-562. Synergy scores: CSS=87.4, Synergy_ZIP=9.04, Synergy_Bliss=8.48, Synergy_Loewe=-6.88, Synergy_HSA=11.6. (9) Drug 1: COC1=CC(=CC(=C1O)OC)C2C3C(COC3=O)C(C4=CC5=C(C=C24)OCO5)OC6C(C(C7C(O6)COC(O7)C8=CC=CS8)O)O. Drug 2: C1=CC=C(C(=C1)C(C2=CC=C(C=C2)Cl)C(Cl)Cl)Cl. Cell line: M14. Synergy scores: CSS=28.3, Synergy_ZIP=-8.77, Synergy_Bliss=-2.63, Synergy_Loewe=-27.7, Synergy_HSA=-2.04.